From a dataset of Reaction yield outcomes from USPTO patents with 853,638 reactions. Predict the reaction yield, written as a fraction of the theoretical maximum amount of product (1.0 means a 100% yield; for example, 0.34 means a 34% yield). The reactants are [CH2:1]([S:4][S:4][CH2:1][CH2:2][CH3:3])[CH2:2][CH3:3].[C:9]1([CH3:18])[CH:14]=[CH:13][C:12]([S:15]([O-:17])=[O:16])=[CH:11][CH:10]=1.[Na+].II. No catalyst specified. The product is [C:9]1([CH3:18])[CH:14]=[CH:13][C:12]([S:15](=[O:17])([S:4][CH2:1][CH2:2][CH3:3])=[O:16])=[CH:11][CH:10]=1. The yield is 1.00.